This data is from Forward reaction prediction with 1.9M reactions from USPTO patents (1976-2016). The task is: Predict the product of the given reaction. (1) Given the reactants [N:1]1([CH2:6][CH:7]2O[C:11]3[CH:13]=[CH:14][C:15](N)=[CH:16][C:10]=3[O:9][CH2:8]2)[CH2:5][CH2:4][CH2:3][CH2:2]1.[O:18]([C:25]1[CH:35]=[CH:34][CH:33]=[C:27]2C(OC(=O)[C:26]=12)=O)[C:19]1[CH:24]=CC=[CH:21][CH:20]=1.[CH:36]([N:39]([CH:52](C)C)[CH2:40]COC1C=CC(N)=CC=1OC)(C)C, predict the reaction product. The product is: [CH3:36][N:39]([CH3:52])[CH2:40][CH:16]1[CH2:15][C:14]2[C:8](=[CH:7][C:6]([N:1]3[CH2:2][C:3]4[C:4](=[CH:21][CH:20]=[C:19]([O:18][C:25]5[CH:35]=[CH:34][CH:33]=[CH:27][CH:26]=5)[CH:24]=4)[CH2:5]3)=[CH:11][CH:13]=2)[O:9][CH2:10]1. (2) Given the reactants [C:1]([C:4]1[CH:16]=[CH:15][C:7]2[S:8][C:9]([C:11]([O:13]C)=[O:12])=[CH:10][C:6]=2[CH:5]=1)(=[O:3])[CH3:2].O.[OH-].[Li+].O, predict the reaction product. The product is: [C:1]([C:4]1[CH:16]=[CH:15][C:7]2[S:8][C:9]([C:11]([OH:13])=[O:12])=[CH:10][C:6]=2[CH:5]=1)(=[O:3])[CH3:2]. (3) Given the reactants [CH2:1]([CH:8]1[CH2:12][O:11][C:10](=[O:13])[N:9]1[C:14](=[O:44])[CH:15]([C:20]1[CH:21]=[C:22]([C:34]2[CH:39]=[CH:38][C:37]([C:40]([F:43])([F:42])[F:41])=[CH:36][CH:35]=2)[CH:23]=[C:24]([O:26]CC2C=CC=CC=2)[CH:25]=1)[CH2:16][C:17]([CH3:19])=[CH2:18])[C:2]1[CH:7]=[CH:6][CH:5]=[CH:4][CH:3]=1, predict the reaction product. The product is: [CH2:1]([CH:8]1[CH2:12][O:11][C:10](=[O:13])[N:9]1[C:14](=[O:44])[CH:15]([C:20]1[CH:21]=[C:22]([C:34]2[CH:35]=[CH:36][C:37]([C:40]([F:42])([F:41])[F:43])=[CH:38][CH:39]=2)[CH:23]=[C:24]([OH:26])[CH:25]=1)[CH2:16][CH:17]([CH3:19])[CH3:18])[C:2]1[CH:7]=[CH:6][CH:5]=[CH:4][CH:3]=1. (4) Given the reactants C([Li])CCC.CCCCCC.[O:12]=[C:13]1[CH2:17][CH2:16][CH2:15][N:14]1[C:18]([O:20][CH2:21][CH:22]=[CH2:23])=[O:19].[CH3:24][O:25][CH2:26][C:27](Cl)=O.Cl.[NH2:31][C:32]1[CH:37]=[CH:36][CH:35]=[CH:34][CH:33]=1.O.C1(C)C=CC(S(O)(=O)=O)=CC=1.C(O)(=O)CC(CC(O)=O)(C(O)=O)O, predict the reaction product. The product is: [CH3:24][O:25][CH2:26][C:27](=[C:17]1[CH2:16][CH2:15][N:14]([C:18]([O:20][CH2:21][CH:22]=[CH2:23])=[O:19])[C:13]1=[O:12])[NH:31][C:32]1[CH:37]=[CH:36][CH:35]=[CH:34][CH:33]=1. (5) The product is: [C:2]1([C:1]([CH:9]2[CH2:10][C@H:11]3[C:17]4([O:21][CH2:20][CH2:19][O:18]4)[C@H:15]([CH2:14][O:13][CH2:12]3)[CH2:16]2)=[O:8])[CH:7]=[CH:6][CH:5]=[CH:4][CH:3]=1. Given the reactants [C:1]([CH:9]1[CH2:16][C@H:15]2[C:17](=[O:18])[C@H:11]([CH2:12][O:13][CH2:14]2)[CH2:10]1)(=[O:8])[C:2]1[CH:7]=[CH:6][CH:5]=[CH:4][CH:3]=1.[CH2:19](O)[CH2:20][OH:21].CC1C=CC(S(O)(=O)=O)=CC=1.C([O-])(O)=O.[Na+], predict the reaction product. (6) Given the reactants O=P(Cl)(Cl)Cl.[Br:6][C:7]1[CH:15]=[CH:14][C:13]([C:16]([O:18][CH3:19])=[O:17])=[C:12]2[C:8]=1[CH:9]=[CH:10][NH:11]2.[OH-].[Na+].CN([CH:25]=[O:26])C, predict the reaction product. The product is: [Br:6][C:7]1[CH:15]=[CH:14][C:13]([C:16]([O:18][CH3:19])=[O:17])=[C:12]2[C:8]=1[C:9]([CH:25]=[O:26])=[CH:10][NH:11]2. (7) Given the reactants [CH2:1]([C:8]1[C:12]2[C:13](=[O:30])[N:14]([C:21]3[CH:26]=[CH:25][CH:24]=[C:23]([N+:27]([O-])=O)[CH:22]=3)[C:15]3[N:16]=[CH:17][CH:18]=[CH:19][C:20]=3[C:11]=2[NH:10][N:9]=1)[C:2]1[CH:7]=[CH:6][CH:5]=[CH:4][CH:3]=1.[Sn](Cl)(Cl)(Cl)Cl.O.C(=O)([O-])[O-].[Na+].[Na+], predict the reaction product. The product is: [NH2:27][C:23]1[CH:22]=[C:21]([N:14]2[C:15]3[N:16]=[CH:17][CH:18]=[CH:19][C:20]=3[C:11]3[NH:10][N:9]=[C:8]([CH2:1][C:2]4[CH:3]=[CH:4][CH:5]=[CH:6][CH:7]=4)[C:12]=3[C:13]2=[O:30])[CH:26]=[CH:25][CH:24]=1. (8) Given the reactants C(N(CC)CC)C.[C:8]([O:12][C:13]([NH:15][C@@H:16]([CH2:19][C:20]1[CH:25]=[CH:24][CH:23]=[CH:22][CH:21]=1)[CH2:17][OH:18])=[O:14])([CH3:11])([CH3:10])[CH3:9].O, predict the reaction product. The product is: [C:8]([O:12][C:13]([NH:15][C@@H:16]([CH2:19][C:20]1[CH:21]=[CH:22][CH:23]=[CH:24][CH:25]=1)[CH:17]=[O:18])=[O:14])([CH3:11])([CH3:9])[CH3:10].